From a dataset of Catalyst prediction with 721,799 reactions and 888 catalyst types from USPTO. Predict which catalyst facilitates the given reaction. (1) The catalyst class is: 95. Reactant: [NH2:1][C:2]1[C:3]([C:10]2[O:11]C=CC=2)=[N:4][C:5]([Cl:9])=[CH:6][C:7]=1[CH3:8].[Mn]([O-])(=O)(=O)=[O:16].[K+]. Product: [NH2:1][C:2]1[C:3]([C:10]([OH:11])=[O:16])=[N:4][C:5]([Cl:9])=[CH:6][C:7]=1[CH3:8]. (2) Reactant: Cl[C:2]1[CH:7]=[C:6]([C:8]2[CH:13]=[CH:12][CH:11]=[C:10]([Cl:14])[C:9]=2[CH3:15])[N:5]=[C:4]([NH2:16])[N:3]=1.[CH2:17]([NH2:19])[CH3:18]. Product: [Cl:14][C:10]1[C:9]([CH3:15])=[C:8]([C:6]2[N:5]=[C:4]([NH2:16])[N:3]=[C:2]([NH:19][CH2:17][CH3:18])[CH:7]=2)[CH:13]=[CH:12][CH:11]=1. The catalyst class is: 51. (3) Reactant: CN(C(ON1N=NC2C=CC=NC1=2)=[N+](C)C)C.F[P-](F)(F)(F)(F)F.Cl.[NH2:26][CH2:27][C:28](=[C:30]1[CH2:35][CH2:34][CH2:33][N:32]([C:36]2[C:45]([O:46][CH3:47])=[C:44]3[C:39]([C:40](=[O:54])[C:41]([C:51]([OH:53])=[O:52])=[CH:42][N:43]3[CH:48]3[CH2:50][CH2:49]3)=[CH:38][C:37]=2[F:55])[CH2:31]1)[F:29].[C:56]([O:60][C:61]([NH:63][C@@H:64]([CH3:76])[C:65]([NH:67][C@@H:68]([CH2:72][CH:73]([CH3:75])[CH3:74])[C:69](O)=[O:70])=[O:66])=[O:62])([CH3:59])([CH3:58])[CH3:57].CCN(C(C)C)C(C)C. Product: [C:56]([O:60][C:61]([NH:63][C@@H:64]([CH3:76])[C:65]([NH:67][C@@H:68]([CH2:72][CH:73]([CH3:75])[CH3:74])[C:69]([NH:26][CH2:27][C:28](=[C:30]1[CH2:35][CH2:34][CH2:33][N:32]([C:36]2[C:45]([O:46][CH3:47])=[C:44]3[C:39]([C:40](=[O:54])[C:41]([C:51]([OH:53])=[O:52])=[CH:42][N:43]3[CH:48]3[CH2:50][CH2:49]3)=[CH:38][C:37]=2[F:55])[CH2:31]1)[F:29])=[O:70])=[O:66])=[O:62])([CH3:59])([CH3:58])[CH3:57]. The catalyst class is: 674. (4) The catalyst class is: 5. Reactant: [NH2:1][C:2]1[CH:21]=[CH:20][C:5]([C:6]([NH:8][CH2:9][CH2:10][N:11]([CH2:18][CH3:19])[CH2:12][CH2:13][C:14](OC)=[O:15])=[O:7])=[CH:4][CH:3]=1.[OH:22][NH2:23].Cl. Product: [NH2:1][C:2]1[CH:21]=[CH:20][C:5]([C:6]([NH:8][CH2:9][CH2:10][N:11]([CH2:18][CH3:19])[CH2:12][CH2:13][C:14]([NH:23][OH:22])=[O:15])=[O:7])=[CH:4][CH:3]=1. (5) Reactant: [H-].[Na+].[CH2:3]([O:6][C:7]1[CH:11]=[C:10]([CH2:12][CH2:13][C:14]([O:16][CH2:17][CH3:18])=[O:15])[NH:9][N:8]=1)[CH2:4][CH3:5].[F:19][C:20]1[CH:27]=[C:26]([F:28])[CH:25]=[CH:24][C:21]=1[CH2:22]Br.O. Product: [F:19][C:20]1[CH:27]=[C:26]([F:28])[CH:25]=[CH:24][C:21]=1[CH2:22][N:9]1[C:10]([CH2:12][CH2:13][C:14]([O:16][CH2:17][CH3:18])=[O:15])=[CH:11][C:7]([O:6][CH2:3][CH2:4][CH3:5])=[N:8]1. The catalyst class is: 9. (6) Reactant: FC(F)(F)C(O)=O.C(OC([N:15]1[C:19](=[O:20])[CH2:18][C:17]2([CH2:25][CH2:24][C:23]([C:29]3[S:30][C:31]([Cl:34])=[CH:32][CH:33]=3)([N:26]([CH3:28])[CH3:27])[CH2:22][CH2:21]2)[CH2:16]1)=O)(C)(C)C. Product: [Cl:34][C:31]1[S:30][C:29]([C:23]2([N:26]([CH3:28])[CH3:27])[CH2:22][CH2:21][C:17]3([CH2:16][NH:15][C:19](=[O:20])[CH2:18]3)[CH2:25][CH2:24]2)=[CH:33][CH:32]=1. The catalyst class is: 2. (7) The catalyst class is: 11. Reactant: [NH2:1][C:2]1[C:7]([C:8]#[C:9][C:10]2[CH:15]=[CH:14][C:13]([C:16]([F:19])([F:18])[F:17])=[CH:12][CH:11]=2)=[C:6]([CH3:20])[N:5]=[CH:4][N:3]=1.Cl[CH2:22][C:23]1[O:27][C:26]([C:28]([O:30][CH2:31][CH3:32])=[O:29])=[CH:25][CH:24]=1.C(=O)([O-])[O-].[K+].[K+]. Product: [CH3:20][C:6]1[N:5]=[CH:4][N:3]=[C:2]([NH:1][CH2:22][C:23]2[O:27][C:26]([C:28]([O:30][CH2:31][CH3:32])=[O:29])=[CH:25][CH:24]=2)[C:7]=1[C:8]#[C:9][C:10]1[CH:11]=[CH:12][C:13]([C:16]([F:19])([F:17])[F:18])=[CH:14][CH:15]=1. (8) Reactant: [C:1]1([CH:8]=[CH:7][C:5]([OH:6])=[CH:4][CH:3]=1)[OH:2].Br[C:10]1([C:14]([O:16][CH2:17][CH3:18])=[O:15])[CH2:13][CH2:12][CH2:11]1. Product: [OH:2][C:1]1[CH:8]=[CH:7][C:5]([O:6][C:10]2([C:14]([O:16][CH2:17][CH3:18])=[O:15])[CH2:13][CH2:12][CH2:11]2)=[CH:4][CH:3]=1. The catalyst class is: 42. (9) Reactant: [C:1]([C:3]1[N:4]=[CH:5][C:6]([NH:9][C:10]2[CH:15]=[C:14]([NH:16][CH2:17][CH:18]3[CH2:23][CH2:22][CH2:21][N:20]([C:24]([O:26][C:27]([CH3:30])([CH3:29])[CH3:28])=[O:25])[CH2:19]3)[C:13]([N+:31]([O-])=O)=[CH:12][N:11]=2)=[N:7][CH:8]=1)#[N:2].O.[Sn](Cl)Cl. Product: [NH2:31][C:13]1[C:14]([NH:16][CH2:17][CH:18]2[CH2:23][CH2:22][CH2:21][N:20]([C:24]([O:26][C:27]([CH3:30])([CH3:29])[CH3:28])=[O:25])[CH2:19]2)=[CH:15][C:10]([NH:9][C:6]2[CH:5]=[N:4][C:3]([C:1]#[N:2])=[CH:8][N:7]=2)=[N:11][CH:12]=1. The catalyst class is: 8.